From a dataset of Reaction yield outcomes from USPTO patents with 853,638 reactions. Predict the reaction yield, written as a fraction of the theoretical maximum amount of product (1.0 means a 100% yield; for example, 0.34 means a 34% yield). (1) The reactants are [CH2:1]([O:8][C:9]1[CH:18]=[C:17]2[C:12]([CH:13]=[C:14]([CH:19]=[O:20])[CH:15]=[N:16]2)=[CH:11][CH:10]=1)[CH2:2][CH2:3][CH2:4][CH2:5][CH2:6][CH3:7].[CH3:21][Mg]I. The catalyst is C1COCC1. The product is [CH2:1]([O:8][C:9]1[CH:18]=[C:17]2[C:12]([CH:13]=[C:14]([CH:19]([OH:20])[CH3:21])[CH:15]=[N:16]2)=[CH:11][CH:10]=1)[CH2:2][CH2:3][CH2:4][CH2:5][CH2:6][CH3:7]. The yield is 0.800. (2) The reactants are C(O)(=O)C.Br.C(OP([N:14]1[CH2:27][CH2:26][N:25]([S:28]([C:31]2[CH:36]=[CH:35][CH:34]=[CH:33][C:32]=2[N+:37]([O-:39])=[O:38])(=[O:30])=[O:29])[CH2:24][CH2:23][CH2:22][CH:21]([F:40])[CH2:20][CH2:19][CH2:18][N:17]([S:41]([C:44]2[CH:49]=[CH:48][CH:47]=[CH:46][C:45]=2[N+:50]([O-:52])=[O:51])(=[O:43])=[O:42])[CH2:16][CH2:15]1)(=O)OCC)C. The catalyst is C(OCC)C. The product is [F:40][CH:21]1[CH2:22][CH2:23][CH2:24][N:25]([S:28]([C:31]2[CH:36]=[CH:35][CH:34]=[CH:33][C:32]=2[N+:37]([O-:39])=[O:38])(=[O:29])=[O:30])[CH2:26][CH2:27][NH:14][CH2:15][CH2:16][N:17]([S:41]([C:44]2[CH:49]=[CH:48][CH:47]=[CH:46][C:45]=2[N+:50]([O-:52])=[O:51])(=[O:42])=[O:43])[CH2:18][CH2:19][CH2:20]1. The yield is 1.00. (3) The product is [Br:37][C:2]1[CH:7]=[CH:6][C:5]([N:8]([C:13]2[C:32]([CH:33]3[CH2:35][CH2:34]3)=[CH:31][C:16]3[C:17]([C:27]([NH:29][CH3:30])=[O:28])=[C:18]([C:20]4[CH:25]=[CH:24][C:23]([F:26])=[CH:22][CH:21]=4)[O:19][C:15]=3[CH:14]=2)[S:9]([CH3:12])(=[O:11])=[O:10])=[C:4]([F:36])[CH:3]=1. The reactants are N[C:2]1[CH:7]=[CH:6][C:5]([N:8]([C:13]2[C:32]([CH:33]3[CH2:35][CH2:34]3)=[CH:31][C:16]3[C:17]([C:27]([NH:29][CH3:30])=[O:28])=[C:18]([C:20]4[CH:25]=[CH:24][C:23]([F:26])=[CH:22][CH:21]=4)[O:19][C:15]=3[CH:14]=2)[S:9]([CH3:12])(=[O:11])=[O:10])=[C:4]([F:36])[CH:3]=1.[BrH:37].N([O-])=O.[Na+]. The yield is 0.600. The catalyst is C(#N)C.O. (4) The reactants are [NH2:1][CH2:2][C:3]([N:5]1[C:13]2[C:8](=[CH:9][C:10](/[CH:14]=[CH:15]/[CH:16]([C:21]3[CH:26]=[C:25]([Cl:27])[C:24]([F:28])=[C:23]([Cl:29])[CH:22]=3)[C:17]([F:20])([F:19])[F:18])=[CH:11][CH:12]=2)[CH:7]=[CH:6]1)=[O:4].[F:30][C:31]([F:37])([F:36])[CH2:32][C:33](O)=[O:34].C1CN([P+](ON2N=NC3C=CC=CC2=3)(N2CCCC2)N2CCCC2)CC1.F[P-](F)(F)(F)(F)F.CCN(C(C)C)C(C)C. The catalyst is C(Cl)Cl. The product is [Cl:27][C:25]1[CH:26]=[C:21]([CH:16]([C:17]([F:19])([F:20])[F:18])/[CH:15]=[CH:14]/[C:10]2[CH:9]=[C:8]3[C:13](=[CH:12][CH:11]=2)[N:5]([C:3](=[O:4])[CH2:2][NH:1][C:33](=[O:34])[CH2:32][C:31]([F:37])([F:36])[F:30])[CH:6]=[CH:7]3)[CH:22]=[C:23]([Cl:29])[C:24]=1[F:28]. The yield is 0.600. (5) The reactants are CS(O)(=O)=O.[NH2:6][CH2:7][C:8]1[CH:9]=[C:10]2[C:14](=[CH:15][CH:16]=1)[C:13](=[O:17])[N:12]([CH:18]1[CH2:23][CH2:22][C:21](=[O:24])[NH:20][C:19]1=[O:25])[CH2:11]2.[C:26]1([N:32]=[C:33]=[O:34])[CH:31]=[CH:30][CH:29]=[CH:28][CH:27]=1.C(N(CC)CC)C.Cl. The catalyst is C(#N)C. The product is [O:25]=[C:19]1[CH:18]([N:12]2[CH2:11][C:10]3[C:14](=[CH:15][CH:16]=[C:8]([CH2:7][NH:6][C:33]([NH:32][C:26]4[CH:31]=[CH:30][CH:29]=[CH:28][CH:27]=4)=[O:34])[CH:9]=3)[C:13]2=[O:17])[CH2:23][CH2:22][C:21](=[O:24])[NH:20]1. The yield is 0.970. (6) The reactants are Cl[C:2]1[C:3]2[C:4](=[N:18][N:19]([CH3:21])[CH:20]=2)[N:5]=[C:6]([C:8]([F:17])([F:16])[C:9]2[CH:14]=[CH:13][C:12]([F:15])=[CH:11][CH:10]=2)[N:7]=1.[NH:22]1[CH:26]=[CH:25][C:24]([NH2:27])=[N:23]1.Cl.O1CCOCC1.O. The catalyst is CN(C=O)C. The product is [F:16][C:8]([F:17])([C:9]1[CH:14]=[CH:13][C:12]([F:15])=[CH:11][CH:10]=1)[C:6]1[N:7]=[C:2]([NH:27][C:24]2[CH:25]=[CH:26][NH:22][N:23]=2)[C:3]2[C:4](=[N:18][N:19]([CH3:21])[CH:20]=2)[N:5]=1. The yield is 0.410. (7) The reactants are [C:12]([O:11][C:9](O[C:9]([O:11][C:12]([CH3:15])([CH3:14])[CH3:13])=[O:10])=[O:10])([CH3:15])([CH3:14])[CH3:13].[CH3:16][C:17]1[CH:18]=[N:19][CH:20]=[CH:21][C:22]=1[NH2:23]. The catalyst is C(O)(C)(C)C. The product is [CH3:16][C:17]1[CH:18]=[N:19][CH:20]=[CH:21][C:22]=1[NH:23][C:9](=[O:10])[O:11][C:12]([CH3:13])([CH3:14])[CH3:15]. The yield is 0.990. (8) The reactants are [C:1]([O:5][C:6]([NH:8][C@@H:9]([CH2:13][C:14]1[CH:19]=[CH:18][C:17]([N+:20]([O-:22])=[O:21])=[CH:16][CH:15]=1)[C:10]([OH:12])=O)=[O:7])([CH3:4])([CH3:3])[CH3:2].C(N(CC)CC)C.ClC(OCC(C)C)=O.[N+:38](=[CH2:40])=[N-:39]. The catalyst is C1COCC1.CCOCC. The product is [C:1]([O:5][C:6](=[O:7])[NH:8][CH:9]([CH2:13][C:14]1[CH:19]=[CH:18][C:17]([N+:20]([O-:22])=[O:21])=[CH:16][CH:15]=1)[C:10](=[O:12])[CH:40]=[N+:38]=[N-:39])([CH3:2])([CH3:3])[CH3:4]. The yield is 0.820. (9) The reactants are [Cl:1][C:2]1[CH:7]=[CH:6][C:5]([O:8][C:9]2[CH:14]=[CH:13][C:12]([CH2:15][NH:16][C:17]([NH2:19])=[NH:18])=[CH:11][CH:10]=2)=[CH:4][C:3]=1[C:20]([F:23])([F:22])[F:21].[C:24]([O-:27])([O-])=[O:25].[Cs+].[Cs+].[OH:30]/[CH:31]=[C:32](/[CH2:37][C:38]1[CH:39]=[N:40][N:41]([CH3:43])[CH:42]=1)\[C:33](OC)=O. The catalyst is CN1C(=O)CCC1. The product is [F:21][C:20]([F:23])([F:22])[C:24]([OH:27])=[O:25].[Cl:1][C:2]1[CH:7]=[CH:6][C:5]([O:8][C:9]2[CH:14]=[CH:13][C:12]([CH2:15][NH:16][C:17]3[NH:19][CH:33]=[C:32]([CH2:37][C:38]4[CH:39]=[N:40][N:41]([CH3:43])[CH:42]=4)[C:31](=[O:30])[N:18]=3)=[CH:11][CH:10]=2)=[CH:4][C:3]=1[C:20]([F:21])([F:22])[F:23]. The yield is 0.273. (10) The reactants are [NH2:1][C:2]1[C:3](=[O:16])[NH:4][C:5](=[S:15])[N:6]([CH2:9][CH:10]([O:12][CH2:13][CH3:14])[CH3:11])[C:7]=1[NH2:8].[CH:17](O)=O. No catalyst specified. The product is [CH2:13]([O:12][CH:10]([CH3:11])[CH2:9][N:6]1[C:7]2[N:8]=[CH:17][NH:1][C:2]=2[C:3](=[O:16])[NH:4][C:5]1=[S:15])[CH3:14]. The yield is 0.290.